Dataset: Peptide-MHC class II binding affinity with 134,281 pairs from IEDB. Task: Regression. Given a peptide amino acid sequence and an MHC pseudo amino acid sequence, predict their binding affinity value. This is MHC class II binding data. (1) The peptide sequence is PANDKFTVFEAAFNN. The MHC is DRB1_1302 with pseudo-sequence DRB1_1302. The binding affinity (normalized) is 0.154. (2) The binding affinity (normalized) is 0. The peptide sequence is VLTHVKINDKCPSTG. The MHC is HLA-DQA10501-DQB10302 with pseudo-sequence HLA-DQA10501-DQB10302. (3) The peptide sequence is MGASYFAADRILPEL. The MHC is HLA-DQA10301-DQB10302 with pseudo-sequence HLA-DQA10301-DQB10302. The binding affinity (normalized) is 0.420. (4) The peptide sequence is GGGGESFGIVVAWQV. The MHC is DRB3_0202 with pseudo-sequence DRB3_0202. The binding affinity (normalized) is 0.158. (5) The peptide sequence is YDLSYDTGDKALQCGRHVDV. The MHC is DRB1_0401 with pseudo-sequence DRB1_0401. The binding affinity (normalized) is 0.149. (6) The peptide sequence is GSDPKKLVLNIKYTR. The MHC is HLA-DPA10103-DPB10201 with pseudo-sequence HLA-DPA10103-DPB10201. The binding affinity (normalized) is 0.342.